Dataset: Reaction yield outcomes from USPTO patents with 853,638 reactions. Task: Predict the reaction yield, written as a fraction of the theoretical maximum amount of product (1.0 means a 100% yield; for example, 0.34 means a 34% yield). (1) The reactants are Cl[C:2]1[CH:3]=[CH:4][C:5]2[N:6]([C:8]([C:11]([F:14])([F:13])[F:12])=[N:9][N:10]=2)[N:7]=1.[NH:15]1[CH2:20][CH2:19][CH:18]([C:21]2[C:29]3[C:24](=[CH:25][CH:26]=[C:27]([C:30]([O:32][CH3:33])=[O:31])[CH:28]=3)[NH:23][CH:22]=2)[CH2:17][CH2:16]1.CCN(C(C)C)C(C)C. The catalyst is CN(C=O)C. The product is [F:12][C:11]([F:14])([F:13])[C:8]1[N:6]2[N:7]=[C:2]([N:15]3[CH2:16][CH2:17][CH:18]([C:21]4[C:29]5[C:24](=[CH:25][CH:26]=[C:27]([C:30]([O:32][CH3:33])=[O:31])[CH:28]=5)[NH:23][CH:22]=4)[CH2:19][CH2:20]3)[CH:3]=[CH:4][C:5]2=[N:10][N:9]=1. The yield is 0.920. (2) The reactants are [F:1][C:2]1[CH:7]=[CH:6][C:5]([S:8]([O-:10])=[O:9])=[CH:4][CH:3]=1.[Na+].Br[CH2:13][C:14]1[CH:19]=[CH:18][C:17]([I:20])=[CH:16][CH:15]=1. The catalyst is CN(C)C=O.O. The product is [F:1][C:2]1[CH:7]=[CH:6][C:5]([S:8]([CH2:13][C:14]2[CH:19]=[CH:18][C:17]([I:20])=[CH:16][CH:15]=2)(=[O:10])=[O:9])=[CH:4][CH:3]=1. The yield is 0.990. (3) The reactants are [Br:1][CH2:2][C:3](=O)[C@@H:4]([NH:15]C(=O)OC(C)(C)C)[CH2:5][C:6]1[CH:11]=[CH:10][C:9]([N+:12]([O-:14])=[O:13])=[CH:8][CH:7]=1.[C:24]([NH2:32])(=[S:31])[C:25]1[CH:30]=[CH:29][CH:28]=[CH:27][CH:26]=1.C(OCC)C. The catalyst is CC#N. The product is [BrH:1].[N+:12]([C:9]1[CH:8]=[CH:7][C:6]([CH2:5][C@@H:4]([C:3]2[N:32]=[C:24]([C:25]3[CH:30]=[CH:29][CH:28]=[CH:27][CH:26]=3)[S:31][CH:2]=2)[NH2:15])=[CH:11][CH:10]=1)([O-:14])=[O:13]. The yield is 0.670. (4) The reactants are C(O)CO.C(=O)=O.[C:8]([O:11][CH2:12][CH2:13][C@H:14]1[CH2:19][CH2:18][C@H:17]([CH:20]([NH:24][C:25]([O:27][C:28]([CH3:31])([CH3:30])[CH3:29])=[O:26])[CH2:21][CH:22]=[O:23])[CH2:16][CH2:15]1)(=[O:10])[CH3:9].[BH4-].[Na+]. The catalyst is C(O)C. The product is [C:8]([O:11][CH2:12][CH2:13][C@H:14]1[CH2:19][CH2:18][C@H:17]([CH:20]([NH:24][C:25]([O:27][C:28]([CH3:31])([CH3:30])[CH3:29])=[O:26])[CH2:21][CH2:22][OH:23])[CH2:16][CH2:15]1)(=[O:10])[CH3:9]. The yield is 0.530. (5) The reactants are [O:1]=[C:2]1[C:6]([C:7]([O:9][CH2:10][CH3:11])=[O:8])=[CH:5][NH:4][N:3]1[C:12]1[CH:17]=[CH:16][CH:15]=[CH:14][CH:13]=1.F[C:19](F)(F)S(OC)(=O)=O. The catalyst is ClCCl. The product is [CH3:19][N:4]1[CH:5]=[C:6]([C:7]([O:9][CH2:10][CH3:11])=[O:8])[C:2](=[O:1])[N:3]1[C:12]1[CH:17]=[CH:16][CH:15]=[CH:14][CH:13]=1. The yield is 0.210.